Dataset: Full USPTO retrosynthesis dataset with 1.9M reactions from patents (1976-2016). Task: Predict the reactants needed to synthesize the given product. (1) Given the product [CH:1]1([N:4]([CH:31]2[CH2:33][CH2:32]2)[C:5]([C:7]2[N:28]([CH2:29][CH3:30])[C:10]3=[N:11][C:12]([NH:19][C:20]4[CH:24]=[C:23]([CH2:25][N:34]5[CH2:39][CH2:38][O:37][CH2:36][CH2:35]5)[N:22]([CH3:27])[N:21]=4)=[C:13]4[N:17]=[CH:16][N:15]([CH3:18])[C:14]4=[C:9]3[CH:8]=2)=[O:6])[CH2:3][CH2:2]1, predict the reactants needed to synthesize it. The reactants are: [CH:1]1([N:4]([CH:31]2[CH2:33][CH2:32]2)[C:5]([C:7]2[N:28]([CH2:29][CH3:30])[C:10]3=[N:11][C:12]([NH:19][C:20]4[CH:24]=[C:23]([CH:25]=O)[N:22]([CH3:27])[N:21]=4)=[C:13]4[N:17]=[CH:16][N:15]([CH3:18])[C:14]4=[C:9]3[CH:8]=2)=[O:6])[CH2:3][CH2:2]1.[NH:34]1[CH2:39][CH2:38][O:37][CH2:36][CH2:35]1.[BH4-].[Na+].Cl.C(=O)(O)[O-].[Na+]. (2) Given the product [CH3:22][C:23]1([CH3:38])[C:27]2=[N:28][CH:29]=[C:30]([N:32]3[CH2:37][CH2:36][O:35][CH2:34][CH2:33]3)[CH:31]=[C:26]2[N:25]([C:2]2[C:11]3[C:6](=[CH:7][C:8]([F:12])=[CH:9][CH:10]=3)[N:5]=[C:4]([C:13]3[CH:18]=[C:17]([CH3:19])[CH:16]=[C:15]([CH3:20])[CH:14]=3)[C:3]=2[CH3:21])[CH2:24]1, predict the reactants needed to synthesize it. The reactants are: Cl[C:2]1[C:11]2[C:6](=[CH:7][C:8]([F:12])=[CH:9][CH:10]=2)[N:5]=[C:4]([C:13]2[CH:18]=[C:17]([CH3:19])[CH:16]=[C:15]([CH3:20])[CH:14]=2)[C:3]=1[CH3:21].[CH3:22][C:23]1([CH3:38])[C:27]2=[N:28][CH:29]=[C:30]([N:32]3[CH2:37][CH2:36][O:35][CH2:34][CH2:33]3)[CH:31]=[C:26]2[NH:25][CH2:24]1.CC(C1C=C(C(C)C)C(C2C=CC=CC=2P(C2CCCCC2)C2CCCCC2)=C(C(C)C)C=1)C.CC(C)([O-])C.[Na+].